This data is from Forward reaction prediction with 1.9M reactions from USPTO patents (1976-2016). The task is: Predict the product of the given reaction. Given the reactants [C:1]([O:5][C:6]([N:8]1[C:17]2[C:12](=[CH:13][C:14](Br)=[CH:15][N:16]=2)[CH2:11][CH2:10][CH2:9]1)=[O:7])([CH3:4])([CH3:3])[CH3:2].[C:19]([O:23][CH2:24][C:25]1[CH:30]=[CH:29][CH:28]=[CH:27][CH:26]=1)(=[O:22])[CH:20]=[CH2:21].CC1C=CC=CC=1P(C1C=CC=CC=1C)C1C=CC=CC=1C.CCN(C(C)C)C(C)C.N#N, predict the reaction product. The product is: [C:1]([O:5][C:6]([N:8]1[C:17]2[N:16]=[CH:15][C:14](/[CH:21]=[CH:20]/[C:19]([O:23][CH2:24][C:25]3[CH:30]=[CH:29][CH:28]=[CH:27][CH:26]=3)=[O:22])=[CH:13][C:12]=2[CH2:11][CH2:10][CH2:9]1)=[O:7])([CH3:4])([CH3:3])[CH3:2].